Dataset: Full USPTO retrosynthesis dataset with 1.9M reactions from patents (1976-2016). Task: Predict the reactants needed to synthesize the given product. (1) Given the product [F:1][C:2]1[C:3]([NH:13][CH2:17][C:20]2[CH:23]=[CH:24][CH:25]=[CH:26][C:19]=2[F:18])=[N:4][C:5](=[O:12])[N:6]([CH2:8][CH:9]([CH3:10])[CH3:11])[CH:7]=1, predict the reactants needed to synthesize it. The reactants are: [F:1][C:2]1[C:3]([N:13]2[CH:17]=NC=N2)=[N:4][C:5](=[O:12])[N:6]([CH2:8][CH:9]([CH3:11])[CH3:10])[CH:7]=1.[F:18][C:19]1[CH:26]=[CH:25][CH:24]=[CH:23][C:20]=1CN. (2) Given the product [Br:1][C:2]1[CH:7]=[N:6][C:5]([N:8]2[CH2:9][CH2:10][N:11]([S:14](/[CH:17]=[CH:45]/[CH2:44][CH2:43][C:38]3[N:39]=[CH:40][CH:41]=[CH:42][N:37]=3)(=[O:16])=[O:15])[CH2:12][CH2:13]2)=[N:4][CH:3]=1, predict the reactants needed to synthesize it. The reactants are: [Br:1][C:2]1[CH:3]=[N:4][C:5]([N:8]2[CH2:13][CH2:12][N:11]([S:14]([CH3:17])(=[O:16])=[O:15])[CH2:10][CH2:9]2)=[N:6][CH:7]=1.C[Si]([N-][Si](C)(C)C)(C)C.[Li+].ClP(=O)(OCC)OCC.[N:37]1[CH:42]=[CH:41][CH:40]=[N:39][C:38]=1[CH2:43][CH2:44][CH:45]=O. (3) The reactants are: [F:1][C:2]1[CH:9]=[CH:8][CH:7]=[C:6]([F:10])[C:3]=1[CH:4]=O.[N+:11]([CH2:14][C:15]#[N:16])([O-])=O.[Si]([N:21]=[N+:22]=[N-])(C)(C)C.[F-]. Given the product [F:1][C:2]1[CH:9]=[CH:8][CH:7]=[C:6]([F:10])[C:3]=1[C:4]1[N:21]=[N:22][NH:11][C:14]=1[C:15]#[N:16], predict the reactants needed to synthesize it.